Dataset: Forward reaction prediction with 1.9M reactions from USPTO patents (1976-2016). Task: Predict the product of the given reaction. (1) Given the reactants [F:1][C:2]1[CH:3]=[N:4][CH:5]=[CH:6][C:7]=1[C:8]1[C:9]([C:16]2[CH:17]=[N:18][CH:19]=[CH:20][CH:21]=2)=[N:10][C:11]([NH2:15])=[C:12]([NH2:14])[CH:13]=1.[N:22]([C:25]1[CH:26]=[N:27][CH:28]=[CH:29][CH:30]=1)=[C:23]=S.C(N=C=NC(C)C)(C)C, predict the reaction product. The product is: [F:1][C:2]1[CH:3]=[N:4][CH:5]=[CH:6][C:7]=1[C:8]1[CH:13]=[C:12]2[N:14]=[C:23]([NH:22][C:25]3[CH:26]=[N:27][CH:28]=[CH:29][CH:30]=3)[NH:15][C:11]2=[N:10][C:9]=1[C:16]1[CH:17]=[N:18][CH:19]=[CH:20][CH:21]=1. (2) Given the reactants [Br:1][C:2]1[CH:13]=[CH:12][C:5]2[C:6](=O)[CH2:7][S:8](=[O:10])(=[O:9])[C:4]=2[CH:3]=1.[H-].[Na+].I[CH3:17].CN([CH:21]=[O:22])C, predict the reaction product. The product is: [Br:1][C:2]1[CH:13]=[CH:12][C:5]2[C:21](=[O:22])[C:7]([CH3:6])([CH3:17])[S:8](=[O:9])(=[O:10])[C:4]=2[CH:3]=1. (3) Given the reactants [CH2:1]([Li])CCC.[CH2:6]([O:13][C@:14]1([CH3:29])[C@H:17]([CH:18]=O)[N:16]([C:20]2[CH:25]=[CH:24][C:23]([O:26][CH3:27])=[CH:22][CH:21]=2)[C:15]1=[O:28])[C:7]1[CH:12]=[CH:11][CH:10]=[CH:9][CH:8]=1.[Cl-].[NH4+], predict the reaction product. The product is: [CH2:6]([O:13][C@:14]1([CH3:29])[C@H:17]([CH:18]=[CH2:1])[N:16]([C:20]2[CH:21]=[CH:22][C:23]([O:26][CH3:27])=[CH:24][CH:25]=2)[C:15]1=[O:28])[C:7]1[CH:8]=[CH:9][CH:10]=[CH:11][CH:12]=1. (4) Given the reactants Cl[C:2]1[C:11]2[C:6](=[CH:7][C:8]([O:12][CH3:13])=[CH:9][CH:10]=2)[CH:5]=[C:4]([NH:14][C:15]2[CH:19]=[CH:18][NH:17][N:16]=2)[N:3]=1.[F:20][C:21]1[CH:22]=[C:23]([OH:27])[CH:24]=[CH:25][CH:26]=1, predict the reaction product. The product is: [F:20][C:21]1[CH:22]=[C:23]([CH:24]=[CH:25][CH:26]=1)[O:27][C:2]1[C:11]2[C:6](=[CH:7][C:8]([O:12][CH3:13])=[CH:9][CH:10]=2)[CH:5]=[C:4]([NH:14][C:15]2[CH:19]=[CH:18][NH:17][N:16]=2)[N:3]=1.